From a dataset of Forward reaction prediction with 1.9M reactions from USPTO patents (1976-2016). Predict the product of the given reaction. (1) Given the reactants C([O:4][C@@H:5]1[C@@H:38]([O:39][C:40](=[O:42])[CH3:41])[C@H:37]([O:43][C:44](=[O:46])[CH3:45])[C@@H:36]([CH2:47][O:48][C:49](=[O:51])[CH3:50])[O:35][C@@H:6]1[O:7][C@H:8]1[O:25][C@H:24]([CH:26]([Si](C(C)(C)C)(C)C)[OH:27])[C@@H:19]([O:20]C(=O)C)[C@H:14]([O:15][C:16](=[O:18])[CH3:17])[C@H:9]1[O:10][C:11](=[O:13])[CH3:12])(=O)C.[C:52]([OH:55])(=O)[CH3:53].CCCC[N+](CCCC)(CCCC)CCCC.[F-].ClCCl.[C:77](OCC)(=[O:79])[CH3:78], predict the reaction product. The product is: [C:77]([O:4][C@@H:5]1[C@@H:38]([O:39][C:40](=[O:42])[CH3:41])[C@H:37]([O:43][C:44](=[O:46])[CH3:45])[C@@H:36]([CH2:47][O:48][C:49](=[O:51])[CH3:50])[O:35][C@@H:6]1[O:7][C@H:8]1[O:25][C@H:24]([CH2:26][O:27][C:52](=[O:55])[CH3:53])[C@@H:19]([OH:20])[C@H:14]([O:15][C:16](=[O:18])[CH3:17])[C@H:9]1[O:10][C:11](=[O:13])[CH3:12])(=[O:79])[CH3:78]. (2) Given the reactants CON(C)[C:4]([C:6]1[N:7]=[CH:8][N:9]([C:11]2[CH:12]=[C:13]([C:17]3[CH:22]=[CH:21][CH:20]=[CH:19][C:18]=3[O:23][CH3:24])[CH:14]=[CH:15][CH:16]=2)[CH:10]=1)=[O:5].Br[C:27]1[CH:32]=[CH:31][CH:30]=[CH:29][C:28]=1[O:33][CH3:34], predict the reaction product. The product is: [CH3:34][O:33][C:28]1[CH:29]=[CH:30][CH:31]=[CH:32][C:27]=1[C:4]([C:6]1[N:7]=[CH:8][N:9]([C:11]2[CH:12]=[C:13]([C:17]3[CH:22]=[CH:21][CH:20]=[CH:19][C:18]=3[O:23][CH3:24])[CH:14]=[CH:15][CH:16]=2)[CH:10]=1)=[O:5]. (3) Given the reactants [CH:1]1([N:5]2[CH2:10][CH2:9][N:8]([C:11]3[CH:21]=[CH:20][C:14]([C:15](OCC)=[O:16])=[CH:13][CH:12]=3)[CH2:7][CH2:6]2)[CH2:4][CH2:3][CH2:2]1.[NH2:22][C:23]1[N:27](C(OC(C)(C)C)=O)[N:26]=[C:25]([CH2:35][CH2:36][C:37]2[CH:42]=[C:41]([O:43][CH3:44])[CH:40]=[C:39]([O:45][CH3:46])[CH:38]=2)[CH:24]=1.C[Si]([N-][Si](C)(C)C)(C)C.[Na+], predict the reaction product. The product is: [CH:1]1([N:5]2[CH2:6][CH2:7][N:8]([C:11]3[CH:21]=[CH:20][C:14]([C:15]([NH:22][C:23]4[CH:24]=[C:25]([CH2:35][CH2:36][C:37]5[CH:42]=[C:41]([O:43][CH3:44])[CH:40]=[C:39]([O:45][CH3:46])[CH:38]=5)[NH:26][N:27]=4)=[O:16])=[CH:13][CH:12]=3)[CH2:9][CH2:10]2)[CH2:2][CH2:3][CH2:4]1. (4) Given the reactants [N+:1]([C:4]1[CH:9]=[CH:8][C:7]([CH2:10][CH:11]([OH:13])[CH3:12])=[CH:6][CH:5]=1)([O-:3])=[O:2].[C:14](O[C:14](=[O:17])[CH2:15][CH3:16])(=[O:17])[CH2:15][CH3:16], predict the reaction product. The product is: [C:14]([O:13][C@H:11]([CH3:12])[CH2:10][C:7]1[CH:6]=[CH:5][C:4]([N+:1]([O-:3])=[O:2])=[CH:9][CH:8]=1)(=[O:17])[CH2:15][CH3:16].[N+:1]([C:4]1[CH:5]=[CH:6][C:7]([CH2:10][C@@H:11]([OH:13])[CH3:12])=[CH:8][CH:9]=1)([O-:3])=[O:2]. (5) Given the reactants [C:1]1([C:7]2[N:8]=[C:9]([NH2:13])[S:10][C:11]=2[CH3:12])[CH2:6][CH2:5][CH2:4][CH2:3][CH:2]=1.Cl, predict the reaction product. The product is: [CH:1]1([C:7]2[N:8]=[C:9]([NH2:13])[S:10][C:11]=2[CH3:12])[CH2:2][CH2:3][CH2:4][CH2:5][CH2:6]1. (6) Given the reactants [CH2:1]([O:3][C:4]([C:6]1[CH:7]=[N:8][N:9]([C:11]2[N:15]([CH2:16][O:17][CH2:18][CH2:19][O:20][CH3:21])[C:14]3[CH:22]=[C:23]([Cl:34])[C:24](SC4C=C(C)C=CC=4)=[CH:25][C:13]=3[N:12]=2)[CH:10]=1)=[O:5])[CH3:2].ClC1C(S[C:54]2[CH:55]=[C:56]([CH3:60])[CH:57]=[CH:58][CH:59]=2)=CC2N=C(N3C=C(C(O)=O)C=N3)NC=2C=1.O[O:62][S:63]([O-:65])=O.[K+].S([O-])([O-])(=O)=S.[Na+].[Na+], predict the reaction product. The product is: [CH2:1]([O:3][C:4]([C:6]1[CH:7]=[N:8][N:9]([C:11]2[N:15]([CH2:16][O:17][CH2:18][CH2:19][O:20][CH3:21])[C:14]3[CH:22]=[C:23]([Cl:34])[C:24]([S:63]([C:54]4[CH:55]=[C:56]([CH3:60])[CH:57]=[CH:58][CH:59]=4)(=[O:65])=[O:62])=[CH:25][C:13]=3[N:12]=2)[CH:10]=1)=[O:5])[CH3:2].